Dataset: NCI-60 drug combinations with 297,098 pairs across 59 cell lines. Task: Regression. Given two drug SMILES strings and cell line genomic features, predict the synergy score measuring deviation from expected non-interaction effect. Drug 1: CC1=C2C(C(=O)C3(C(CC4C(C3C(C(C2(C)C)(CC1OC(=O)C(C(C5=CC=CC=C5)NC(=O)OC(C)(C)C)O)O)OC(=O)C6=CC=CC=C6)(CO4)OC(=O)C)O)C)O. Drug 2: CC1C(C(CC(O1)OC2CC(CC3=C2C(=C4C(=C3O)C(=O)C5=C(C4=O)C(=CC=C5)OC)O)(C(=O)CO)O)N)O.Cl. Cell line: COLO 205. Synergy scores: CSS=45.1, Synergy_ZIP=0.509, Synergy_Bliss=-1.21, Synergy_Loewe=-4.66, Synergy_HSA=-2.24.